Predict which catalyst facilitates the given reaction. From a dataset of Catalyst prediction with 721,799 reactions and 888 catalyst types from USPTO. (1) Reactant: Cl.[N:2]1[NH:3][CH:4]=[C:5]2[CH2:11][CH2:10][NH:9][CH2:8][CH2:7][C:6]=12.O.[C:13](O[C:13]([O:15][C:16]([CH3:19])([CH3:18])[CH3:17])=[O:14])([O:15][C:16]([CH3:19])([CH3:18])[CH3:17])=[O:14].[OH-].[Na+]. Product: [N:2]1[NH:3][CH:4]=[C:5]2[CH2:11][CH2:10][N:9]([C:13]([O:15][C:16]([CH3:19])([CH3:18])[CH3:17])=[O:14])[CH2:8][CH2:7][C:6]=12. The catalyst class is: 3. (2) Reactant: [CH2:1]([O:3][C:4]([C:6]12[CH2:24][CH:23]1[CH:22]=[CH:21][CH2:20][CH2:19][CH2:18][CH2:17][CH2:16][N:15]([CH2:25][C:26]1[CH:31]=[CH:30][C:29]([O:32][CH3:33])=[CH:28][CH:27]=1)[C:14](=[O:34])[N:13]1[CH:9]([CH2:10][CH:11]([OH:35])[CH2:12]1)[C:8](=[O:36])[NH:7]2)=[O:5])[CH3:2].[CH3:37][O:38][C:39]1[N:44]=[C:43](O)[CH:42]=[C:41]([C:46]2[CH:51]=[CH:50][CH:49]=[CH:48][CH:47]=2)[N:40]=1.C1C=CC(P(C2C=CC=CC=2)C2C=CC=CC=2)=CC=1.CC(OC(/N=N/C(OC(C)C)=O)=O)C. Product: [CH2:1]([O:3][C:4]([C:6]12[CH2:24][CH:23]1[CH:22]=[CH:21][CH2:20][CH2:19][CH2:18][CH2:17][CH2:16][N:15]([CH2:25][C:26]1[CH:31]=[CH:30][C:29]([O:32][CH3:33])=[CH:28][CH:27]=1)[C:14](=[O:34])[N:13]1[CH:9]([CH2:10][CH:11]([O:35][C:43]3[CH:42]=[C:41]([C:46]4[CH:51]=[CH:50][CH:49]=[CH:48][CH:47]=4)[N:40]=[C:39]([O:38][CH3:37])[N:44]=3)[CH2:12]1)[C:8](=[O:36])[NH:7]2)=[O:5])[CH3:2]. The catalyst class is: 118. (3) Product: [C:12]([C:11]1[CH:14]=[CH:15][C:8]([O:7][CH2:6][CH:5]=[O:4])=[CH:9][CH:10]=1)#[N:13]. Reactant: Cl.C([O:4][CH:5](OCC)[CH2:6][O:7][C:8]1[CH:15]=[CH:14][C:11]([C:12]#[N:13])=[CH:10][CH:9]=1)C. The catalyst class is: 28. (4) Reactant: [NH:1]1[C:9]2[C:4](=[C:5]([C:10]3[CH:11]=[C:12]([N+:25]([O-])=O)[C:13]4[C:17]([CH:18]=3)=[N:16][N:15]([CH:19]3[CH2:24][CH2:23][CH2:22][CH2:21][O:20]3)[CH:14]=4)[CH:6]=[CH:7][CH:8]=2)[CH:3]=[CH:2]1. Product: [NH:1]1[C:9]2[C:4](=[C:5]([C:10]3[CH:11]=[C:12]([NH2:25])[C:13]4[C:17]([CH:18]=3)=[N:16][N:15]([CH:19]3[CH2:24][CH2:23][CH2:22][CH2:21][O:20]3)[CH:14]=4)[CH:6]=[CH:7][CH:8]=2)[CH:3]=[CH:2]1. The catalyst class is: 153. (5) Reactant: [CH:1]([O:14][C:15]1[CH:20]=[CH:19][CH:18]=[CH:17][C:16]=1[N+:21]([O-])=O)([C:8]1[CH:13]=[CH:12][CH:11]=[CH:10][CH:9]=1)[C:2]1[CH:7]=[CH:6][CH:5]=[CH:4][CH:3]=1.[CH:24]([Mg]Br)=[CH2:25].[Cl-].[NH4+]. Product: [CH:1]([O:14][C:15]1[CH:20]=[CH:19][CH:18]=[C:17]2[C:16]=1[NH:21][CH:25]=[CH:24]2)([C:8]1[CH:13]=[CH:12][CH:11]=[CH:10][CH:9]=1)[C:2]1[CH:7]=[CH:6][CH:5]=[CH:4][CH:3]=1. The catalyst class is: 7.